From a dataset of Forward reaction prediction with 1.9M reactions from USPTO patents (1976-2016). Predict the product of the given reaction. The product is: [CH2:55]([O:57][C:58](=[O:67])[CH2:59][C:60]([CH3:66])([CH3:65])[CH2:61][N:62]1[C:63](=[S:64])[N:10]2[C:9]3[CH:11]=[C:12]([C:14]4[CH:19]=[CH:18][C:17]([N+:20]([O-:22])=[O:21])=[CH:16][CH:15]=4)[O:13][C:8]=3[CH:7]=[C:6]2[C:4]1=[O:5])[CH3:56]. Given the reactants C(O[C:4]([C:6]1[NH:10][C:9]2[CH:11]=[C:12]([C:14]3[CH:19]=[CH:18][C:17]([N+:20]([O-:22])=[O:21])=[CH:16][CH:15]=3)[O:13][C:8]=2[CH:7]=1)=[O:5])C.C(OC(=O)C(CC)CCN1C(=S)N2C3C=C(C4C=CC([N+]([O-])=O)=CC=4)OC=3C=C2C1=O)C.[CH2:55]([O:57][C:58](=[O:67])[CH2:59][C:60]([CH3:66])([CH3:65])[CH2:61][N:62]=[C:63]=[S:64])[CH3:56].C(=O)([O-])[O-].[K+].[K+], predict the reaction product.